Task: Predict which catalyst facilitates the given reaction.. Dataset: Catalyst prediction with 721,799 reactions and 888 catalyst types from USPTO (1) Reactant: [CH3:1][CH:2]1[NH:7][CH2:6][CH2:5][NH:4][C:3]1=[O:8].[CH3:9][O:10][C:11]1[CH:18]=[C:17]([O:19][CH3:20])[CH:16]=[CH:15][C:12]=1[CH:13]=O.C(O)(=O)C.C(O[BH-](OC(=O)C)OC(=O)C)(=O)C.[Na+]. Product: [CH3:9][O:10][C:11]1[CH:18]=[C:17]([O:19][CH3:20])[CH:16]=[CH:15][C:12]=1[CH2:13][N:7]1[CH2:6][CH2:5][NH:4][C:3](=[O:8])[CH:2]1[CH3:1]. The catalyst class is: 10. (2) Reactant: [CH:1]([C:4]1[S:5][CH:6]=[C:7]([C:9]([N:11]2[CH2:16][C:15]3([CH2:21][CH2:20][NH:19][CH2:18][CH2:17]3)[O:14][CH2:13][CH2:12]2)=[O:10])[N:8]=1)([CH3:3])[CH3:2].FC(F)(F)C([O-])=O.C(N(CC)CC)C.CS(O[CH2:41][CH2:42][CH2:43][CH2:44][CH2:45][CH2:46][C:47]([CH3:52])([CH3:51])[CH2:48][CH:49]=[O:50])(=O)=O. Product: [CH:1]([C:4]1[S:5][CH:6]=[C:7]([C:9]([N:11]2[CH2:16][C:15]3([CH2:17][CH2:18][N:19]([CH2:41][CH2:42][CH2:43][CH2:44][CH2:45][CH2:46][C:47]([CH3:51])([CH3:52])[CH2:48][CH:49]=[O:50])[CH2:20][CH2:21]3)[O:14][CH2:13][CH2:12]2)=[O:10])[N:8]=1)([CH3:3])[CH3:2]. The catalyst class is: 10. (3) Reactant: [NH:1]1[CH:5]=[CH:4][N:3]=[C:2]1[CH:6]=[O:7].[CH2:8](Br)[CH:9]=[CH2:10].C(N(C(C)C)CC)(C)C. Product: [CH2:10]([N:1]1[CH:5]=[CH:4][N:3]=[C:2]1[CH:6]=[O:7])[CH:9]=[CH2:8]. The catalyst class is: 9. (4) The catalyst class is: 69. Product: [F:23][C:24]([F:35])([F:34])[C:25]([NH:1][CH:2]1[CH2:10][C:9]2[C:4](=[CH:5][CH:6]=[CH:7][CH:8]=2)[CH2:3]1)=[O:26]. Reactant: [NH2:1][CH:2]1[CH2:10][C:9]2[C:4](=[CH:5][CH:6]=[CH:7][CH:8]=2)[CH2:3]1.C1COCC1.C(N(CC)CC)C.[F:23][C:24]([F:35])([F:34])[C:25](O[C:25](=[O:26])[C:24]([F:35])([F:34])[F:23])=[O:26]. (5) Reactant: [C:1]1([C:13]([O:15]C)=[O:14])([C:6]([O:8][C:9]([CH3:12])([CH3:11])[CH3:10])=[O:7])[CH2:5][CH2:4][CH2:3][CH2:2]1.CO.O.O.[OH-].[Li+]. Product: [C:9]([O:8][C:6]([C:1]1([C:13]([OH:15])=[O:14])[CH2:5][CH2:4][CH2:3][CH2:2]1)=[O:7])([CH3:12])([CH3:10])[CH3:11]. The catalyst class is: 7. (6) Product: [C:21]1([CH:27]([C:2]2[S:1][C:5]3[C:6]([C:10]4[CH:15]=[CH:14][CH:13]=[CH:12][N:11]=4)=[CH:7][CH:8]=[CH:9][C:4]=3[CH:3]=2)[NH:28][S:29]([C:32]2[CH:42]=[CH:41][C:35]3[O:36][CH2:37][CH2:38][CH2:39][O:40][C:34]=3[CH:33]=2)(=[O:30])=[O:31])[CH:22]=[CH:23][CH:24]=[CH:25][CH:26]=1. The catalyst class is: 188. Reactant: [S:1]1[C:5]2[C:6]([C:10]3[CH:15]=[CH:14][CH:13]=[CH:12][N:11]=3)=[CH:7][CH:8]=[CH:9][C:4]=2[CH:3]=[CH:2]1.C([Li])CCC.[C:21]1([CH:27]=[N:28][S:29]([C:32]2[CH:42]=[CH:41][C:35]3[O:36][CH2:37][CH2:38][CH2:39][O:40][C:34]=3[CH:33]=2)(=[O:31])=[O:30])[CH:26]=[CH:25][CH:24]=[CH:23][CH:22]=1.[Cl-].[NH4+]. (7) Reactant: [CH2:1]([Li])CCC.CCCCCC.[CH3:12][N:13]([CH3:27])[C:14]1([C:21]2[CH:26]=[CH:25][CH:24]=[CH:23][CH:22]=2)[CH2:19][CH2:18][C:17](=[O:20])[CH2:16][CH2:15]1.CI. Product: [CH3:12][N:13]([CH3:27])[C:14]1([C:21]2[CH:22]=[CH:23][CH:24]=[CH:25][CH:26]=2)[CH2:19][CH2:18][C:17](=[O:20])[CH:16]([CH3:1])[CH2:15]1. The catalyst class is: 1.